From a dataset of Forward reaction prediction with 1.9M reactions from USPTO patents (1976-2016). Predict the product of the given reaction. (1) Given the reactants [BH-](OC(C)=O)(OC(C)=O)OC(C)=O.[Na+].[CH2:15]([N:22]1[C:34]2[C:33]3[CH:32]=[C:31]([O:35][CH3:36])[C:30]([C:37]4[C:38]([CH3:43])=[N:39][O:40][C:41]=4[CH3:42])=[CH:29][C:28]=3[N:27]=[C:26]([CH:44]=O)[C:25]=2[O:24][C:23]1=[O:46])[C:16]1[CH:21]=[CH:20][CH:19]=[CH:18][CH:17]=1.[NH:47]1[CH2:52][CH2:51][O:50][CH2:49][CH2:48]1.C([O-])(O)=O.[Na+], predict the reaction product. The product is: [CH2:15]([N:22]1[C:34]2[C:33]3[CH:32]=[C:31]([O:35][CH3:36])[C:30]([C:37]4[C:38]([CH3:43])=[N:39][O:40][C:41]=4[CH3:42])=[CH:29][C:28]=3[N:27]=[C:26]([CH2:44][N:47]3[CH2:52][CH2:51][O:50][CH2:49][CH2:48]3)[C:25]=2[O:24][C:23]1=[O:46])[C:16]1[CH:21]=[CH:20][CH:19]=[CH:18][CH:17]=1. (2) Given the reactants [C:1]1([C:7]2[CH:8]=[CH:9][C:10]([C:13]([OH:15])=O)=[N:11][CH:12]=2)[CH:6]=[CH:5][CH:4]=[CH:3][CH:2]=1.Cl.[CH2:17]([O:24][NH2:25])[C:18]1[CH:23]=[CH:22][CH:21]=[CH:20][CH:19]=1, predict the reaction product. The product is: [CH2:17]([O:24][NH:25][C:13]([C:10]1[CH:9]=[CH:8][C:7]([C:1]2[CH:2]=[CH:3][CH:4]=[CH:5][CH:6]=2)=[CH:12][N:11]=1)=[O:15])[C:18]1[CH:23]=[CH:22][CH:21]=[CH:20][CH:19]=1. (3) Given the reactants [Cl:1][C:2]1[CH:3]=[C:4]([C:9]2[N:13]([C:14]3[CH:19]=[CH:18][CH:17]=[C:16]([C:20]#[N:21])[CH:15]=3)[N:12]=[C:11]([C:22](O)=[O:23])[CH:10]=2)[CH:5]=[CH:6][C:7]=1[F:8].ClC1C=C(N2C(C3C=CC=C(OCCO)C=3)=CC(C([N:49]3[CH2:53][C:52](=[O:54])[NH:51][CH2:50]3)=O)=N2)C=CC=1, predict the reaction product. The product is: [Cl:1][C:2]1[CH:3]=[C:4]([C:9]2[N:13]([C:14]3[CH:19]=[CH:18][CH:17]=[C:16]([C:20]#[N:21])[CH:15]=3)[N:12]=[C:11]([C:22]([N:49]3[CH2:53][C:52](=[O:54])[NH:51][CH2:50]3)=[O:23])[CH:10]=2)[CH:5]=[CH:6][C:7]=1[F:8].